This data is from Experimentally validated miRNA-target interactions with 360,000+ pairs, plus equal number of negative samples. The task is: Binary Classification. Given a miRNA mature sequence and a target amino acid sequence, predict their likelihood of interaction. (1) The miRNA is hsa-miR-4303 with sequence UUCUGAGCUGAGGACAG. The protein sequence of the target gene is METSAPRAGSQVVATTARHSAAYRADPLRVSSRDKLTEMAASSQGNFEGNFESLDLAEFAKKQPWWRKLFGQESGPSAEKYSVATQLFIGGVTGWCTGFIFQKVGKLAATAVGGGFFLLQLANHTGYIKVDWQRVEKDMKKAKEQLKIRKSNQIPTEVRSKAEEVVSFVKKNVLVTGGFFGGFLLGMAS. Result: 1 (interaction). (2) The miRNA is hsa-miR-4505 with sequence AGGCUGGGCUGGGACGGA. The protein sequence of the target gene is MKQEGSARRRGADKAKPPPGGGEQEPPPPPAPQDVEMKEEAATGGGSTGEADGKTAAAAAEHSQRELDTVTLEDIKEHVKQLEKAVSGKEPRFVLRALRMLPSTSRRLNHYVLYKAVQGFFTSNNATRDFLLPFLEEPMDTEADLQFRPRTGKAASTPLLPEVEAYLQLLVVIFMMNSKRYKEAQKISDDLMQKISTQNRRALDLVAAKCYYYHARVYEFLDKLDVVRSFLHARLRTATLRHDADGQATLLNLLLRNYLHYSLYDQAEKLVSKSVFPEQANNNEWARYLYYTGRIKAIQL.... Result: 1 (interaction). (3) The miRNA is cel-miR-261 with sequence UAGCUUUUUAGUUUUCACG. The protein sequence of the target gene is MDVLAEEFGSLTPEQLTAPIPTVEEKWRLLPAFLKVKGLVKQHIDSFNYFINVEIKKIMKANEKVTSDADPMWYLKYLNIYVGLPDVEESFNVTRPVSPHECRLRDMTYSAPITVDIEYTRGSQRIIRNALPIGRMPIMLRSSNCVLTGKTPAEFAKLNECPLDPGGYFIVKGVEKVILIQEQLSKNRIIVEADRKGAVGASVTSSTHEKKSRTNMAVKQGRFYLRHNTLSEDIPIVIIFKAMGVESDQEIVQMIGTEEHVMAAFGPSLEECQKAQIFTQMQALKYIGNKVRRQRMWGGG.... Result: 0 (no interaction).